From a dataset of Experimentally validated miRNA-target interactions with 360,000+ pairs, plus equal number of negative samples. Binary Classification. Given a miRNA mature sequence and a target amino acid sequence, predict their likelihood of interaction. (1) The miRNA is hsa-miR-7-5p with sequence UGGAAGACUAGUGAUUUUGUUGUU. The protein sequence of the target gene is MSYTFTRGPVWKYSQSVQYGSHENIPRLSYSTFLPHFEFQDIIPPDDFLTSDEEQDLVLFGTMRGQVVGLRYYTGVVNNNEMVALQREPNNPYDKNAIKVNNVNGNQVGHIKREIAAAVAYIMDNKLAQVEGVVPFGASNTFTMPLYMTFWGKEENRNVVLEQLKKHGFKLGPTPKTLGSSLENAWGSGRAGPSYSRPAHVAVQMTTDQLKTEFDKLFEDLKEDDRTVEMEPAEAIETPLLPHQKQALAWMIARENSKELPPFWEQRNDLYYNTITNFSVKERPENVHGGILADDMGLGK.... Result: 0 (no interaction). (2) The miRNA is hsa-miR-639 with sequence AUCGCUGCGGUUGCGAGCGCUGU. The protein sequence of the target gene is MEDEVVRIAKKMDKMVQKKNAAGALDLLKELKNIPMTLELLQSTRIGMSVNALRKQSTDEEVTSLAKSLIKSWKKLLDGPSTDKDPEEKKKEPAISSQNSPEAREESSSSSNVSSRKDETNARDTYVSSFPRAPSTSDSVRLKCREMLAAALRTGDDYVAIGADEEELGSQIEEAIYQEIRNTDMKYKNRVRSRISNLKDAKNPNLRKNVLCGNIPPDLFARMTAEEMASDELKEMRKNLTKEAIREHQMAKTGGTQTDLFTCGKCKKKNCTYTQVQTRSADEPMTTFVVCNECGNRWKF.... Result: 0 (no interaction). (3) The miRNA is mmu-miR-712-5p with sequence CUCCUUCACCCGGGCGGUACC. The protein sequence of the target gene is MASPADSCIQFTRHASDVLLNLNRLRSRDILTDVVIVVSREQFRAHKTVLMACSGLFYSIFTDQLKCNLSVINLDPEISPEGFCILLDFMYTSRLNLREGNIMAVMTTAMYLQMEHVVDTCRKFIKASEAEMAPALKPPREEFLNSRMLMPHDIMAYRGREVVENNMPLRNTPGCESRAFAPPLYSGLSTPPASYPMYSHLPLSTFLFSDEELRDAPRMPVANPFPKERALPCDSARQVPNEYSRPAMEVSPSLCHSNIYSPKEAVPEEARSDIHYSVPEGPKPAVPSARNAPYFPCDKA.... Result: 1 (interaction). (4) The miRNA is hsa-miR-4640-3p with sequence CACCCCCUGUUUCCUGGCCCAC. The protein sequence of the target gene is MAGTQACSATRFSCPPHFTEMSPDSEPSRFSLEALTGPDTELWLIQAPADFAPQCLNGRRVPLSGSKTVKGKLDGKKHRYRVFTSSPQAREATLLASSSEAGGRLTCAPAPSGSLRIMEGPQEYLLSRVPLQLIPTSLPPQIPAGLRPRFSAFGGSPPVTGPGSASALRSPTSGKRKSTRKGTDASSDTQEAVNRHGAMEVKTALGNLGVSVKKRKRYFMQEEMEAKTMEPVAELPVPSATSSKKRKKSKGTETSQVEHTEPVAQTEPPEGTFLFPTKKRKRQKEADGTEEVDGIVADSQ.... Result: 0 (no interaction). (5) The miRNA is hsa-miR-5706 with sequence UUCUGGAUAACAUGCUGAAGCU. The protein sequence of the target gene is MQPAERSRVPRIDPYGFERPEDFDDAAYEKFFSSYLVTLTRRAIKWSRLLQGGGVPRSRTVKRYVRKGVPLEHRARVWMVLSGAQAQMDQNPGYYHQLLQGERNPRLEDAIRTDLNRTFPDNVKFRKTTDPCLQRTLYNVLLAYGHHNQGVGYCQGMNFIAGYLILITNNEEESFWLLDALVGRILPDYYSPAMLGLKTDQEVLGELVRAKLPAVGALMERLGVLWTLLVSRWFICLFVDILPVETVLRIWDCLFNEGSKIIFRVALTLIKQHQELILEATSVPDICDKFKQITKGSFVM.... Result: 0 (no interaction). (6) The miRNA is hsa-miR-4519 with sequence CAGCAGUGCGCAGGGCUG. The protein sequence of the target gene is MPVDFTGYWKMLVNENFEEYLRALDVNVALRKIANLLKPDKEIVQDGDHMIIRTLSTFRNYIMDFQVGKEFEEDLTGIDDRKCMTTVSWDGDKLQCVQKGEKEGRGWTQWIEGDELHLEMRVEGVVCKQVFKKVQ. Result: 0 (no interaction). (7) The miRNA is hsa-miR-4776-3p with sequence CUUGCCAUCCUGGUCCACUGCAU. The protein sequence of the target gene is MSQYAPSPDFKRALDSSPEANTEDDKTEEDVPMPKNYLWLTIVSCFCPAYPINIVALVFSIMSLNSYNDGDYEGARRLGRNAKWVAIASIIIGLLIIGISCAVHFTRNA. Result: 1 (interaction). (8) The miRNA is hsa-miR-5089-5p with sequence GUGGGAUUUCUGAGUAGCAUC. The protein sequence of the target gene is MACYLVISSRHLSNGHYRGIKGVFRGPLCKNGSPSPDFAEKKSTAKALEDVKANFYCELCDKQYHKHQEFDNHINSYDHAHKQRLKELKQREFARNVASKSWKDEKKQEKALKRLHQLAELRQQSECVSGNGPAYKAPRVAIEKQLQQGIFPIKNGRKVSCMKSALLLKGKNLPRIISDKQRSTMPNRHQLQSDRRCLFGNQVLQTSSDLSNANHRTGVSFTFSKKVHLKLESSASVFSENTEETHDCNKSPIYKTKQTADKCKCCRFANKDTHLTKEKEVNISPSHLESVLHNTISINS.... Result: 0 (no interaction). (9) The miRNA is hsa-miR-4263 with sequence AUUCUAAGUGCCUUGGCC. The protein sequence of the target gene is MEHYRKAGSVELPAPSPMPQLPPDTLEMRVRDGSKIRNLLGLALGRLEGGSARHVVFSGSGRAAGKAVSCAEIVKRRVPGLHQLTKLRFLQTEDSWVPASPDTGLDPLTVRRHVPAVWVLLSRDPLDPNECGYQPPGAPPGLGSMPSSSCGPRSRRRARDTRS. Result: 0 (no interaction). (10) The miRNA is hsa-miR-3935 with sequence UGUAGAUACGAGCACCAGCCAC. The protein sequence of the target gene is MSYMPAQNRTMSHNNQYNPPDLPPMVSAKEQTLMWQQNSYLGDSGIHSGAVTQVPSLSGKEDEEMEGDPLMFDLDTGFPQNFTQDQVDDMNQQLSQTRSQRVRAAMFPETLEEGIEIPSTQFDPQQPTAVQRLSEPSQMLKHAVVNLINYQDDAELATRAIPELIKLLNDEDQVVVSQAAMMVHQLSKKEASRHAIMNSPQMVAALVRAISNSNDLESTKAAVGTLHNLSHHRQGLLAIFKSGGIPALVKLLSSPVESVLFYAITTLHNLLLHQDGSKMAVRLAGGLQKMVTLLQRNNVK.... Result: 0 (no interaction).